From a dataset of Catalyst prediction with 721,799 reactions and 888 catalyst types from USPTO. Predict which catalyst facilitates the given reaction. (1) Reactant: O.[NH2:2][CH2:3][C:4]1[CH:32]=[CH:31][C:7]2[N:8]([CH2:26][CH2:27][CH:28]([CH3:30])[CH3:29])[C:9]([CH2:11][N:12]3[C:21]4[C:16](=[CH:17][CH:18]=[CH:19][CH:20]=4)[CH2:15][N:14]([CH:22]4[CH2:24][CH2:23]4)[C:13]3=[O:25])=[N:10][C:6]=2[CH:5]=1. Product: [NH2:2][CH2:3][C:4]1[CH:32]=[CH:31][C:7]2[N:8]([CH2:26][CH2:27][CH:28]([CH3:29])[CH3:30])[C:9]([CH2:11][N:12]3[C:21]4[C:16](=[CH:17][CH:18]=[CH:19][CH:20]=4)[CH2:15][N:14]([CH:22]4[CH2:23][CH2:24]4)[C:13]3=[O:25])=[N:10][C:6]=2[CH:5]=1. The catalyst class is: 5. (2) Reactant: Br[CH2:2][C:3]1[CH:13]=[CH:12][C:11]([O:14][CH3:15])=[CH:10][C:4]=1[C:5]([O:7]CC)=O.[NH2:16][C:17]1[CH:18]=[C:19]2[C:24](=[CH:25][CH:26]=1)[N:23]=[C:22]([CH3:27])[N:21]=[CH:20]2.C(N(CC)C(C)C)(C)C.O[Li].O. Product: [CH3:15][O:14][C:11]1[CH:10]=[C:4]2[C:3]([CH2:2][N:16]([C:17]3[CH:18]=[C:19]4[C:24](=[CH:25][CH:26]=3)[N:23]=[C:22]([CH3:27])[N:21]=[CH:20]4)[C:5]2=[O:7])=[CH:13][CH:12]=1. The catalyst class is: 97. (3) Reactant: P([O-])([O-])([O-])=O.[K+].[K+].[K+].C1(P(C2CCCCC2)[C:16]2[CH:21]=[CH:20][CH:19]=[CH:18][C:17]=2[C:22]2[CH:27]=[CH:26][CH:25]=[CH:24][CH:23]=2)CCCCC1.ClC1C(C)=[C:37]([C:41]2[CH:46]=[CH:45][CH:44]=[CH:43][CH:42]=2)[CH:38]=[CH:39][CH:40]=1.[CH2:48](OCC)C. Product: [CH3:48][C:16]1[C:21]([C:39]2[CH:38]=[CH:37][C:41]3[C:42](=[CH:43][CH:44]=[CH:45][CH:46]=3)[CH:40]=2)=[CH:20][CH:19]=[CH:18][C:17]=1[C:22]1[CH:23]=[CH:24][CH:25]=[CH:26][CH:27]=1. The catalyst class is: 167. (4) Reactant: [Cl:1][C:2]1[CH:7]=[CH:6][N:5]=[C:4]([NH2:8])[C:3]=1[I:9].[N+:10]([O-])([O-:12])=[O:11].[K+].[OH-].[NH4+]. Product: [Cl:1][C:2]1[C:7]([N+:10]([O-:12])=[O:11])=[CH:6][N:5]=[C:4]([NH2:8])[C:3]=1[I:9]. The catalyst class is: 82. (5) Reactant: [F:1][C:2]1[CH:7]=[CH:6][CH:5]=[C:4](I)[CH:3]=1.[CH3:9][C:10]([O:15][C:16]1[CH:21]=[CH:20][C:19]([O:22][CH2:23][CH2:24][CH2:25][C:26]#[CH:27])=[CH:18][C:17]=1[CH3:28])([CH3:14])[C:11]([OH:13])=[O:12].C(N(CC)CC)C. Product: [F:1][C:2]1[CH:3]=[C:4]([C:27]#[C:26][CH2:25][CH2:24][CH2:23][O:22][C:19]2[CH:20]=[CH:21][C:16]([O:15][C:10]([CH3:14])([CH3:9])[C:11]([OH:13])=[O:12])=[C:17]([CH3:28])[CH:18]=2)[CH:5]=[CH:6][CH:7]=1. The catalyst class is: 767.